Dataset: Full USPTO retrosynthesis dataset with 1.9M reactions from patents (1976-2016). Task: Predict the reactants needed to synthesize the given product. (1) Given the product [Br:27][C:21]1[CH:20]=[C:19]([S:16]([N:12]2[CH:11]([C:28]3[CH:33]=[CH:32][CH:31]=[CH:30][CH:29]=3)[C:10]3[C:5](=[CH:6][CH:7]=[CH:8][CH:9]=3)[C:4]3[CH:3]=[C:2]([Br:1])[CH:15]=[CH:14][C:13]2=3)(=[O:17])=[O:18])[CH:24]=[CH:23][C:22]=1[OH:25], predict the reactants needed to synthesize it. The reactants are: [Br:1][C:2]1[CH:15]=[CH:14][C:13]2[N:12]([S:16]([C:19]3[CH:24]=[CH:23][C:22]([O:25]C)=[C:21]([Br:27])[CH:20]=3)(=[O:18])=[O:17])[CH:11]([C:28]3[CH:33]=[CH:32][CH:31]=[CH:30][CH:29]=3)[C:10]3[C:5](=[CH:6][CH:7]=[CH:8][CH:9]=3)[C:4]=2[CH:3]=1.C1CCCCC=1.B(Br)(Br)Br.ClCCl. (2) Given the product [CH:14]1[C:10]2[C:11](=[O:12])[NH:1][C:2]3[CH:7]=[CH:6][CH:5]=[CH:4][C:3]=3[S:8][C:9]=2[CH:17]=[CH:16][CH:15]=1, predict the reactants needed to synthesize it. The reactants are: [NH2:1][C:2]1[CH:7]=[CH:6][CH:5]=[CH:4][C:3]=1[S:8][C:9]1[CH:17]=[CH:16][CH:15]=[CH:14][C:10]=1[C:11](O)=[O:12].C(Cl)CCl.C1C=CC2N(O)N=NC=2C=1. (3) Given the product [CH2:36]([O:38][C:39]1[CH:44]=[CH:43][C:42]([C:45]([N:47]=[C:48]=[S:49])=[O:46])=[CH:41][CH:40]=1)[CH3:37].[CH3:13][O:14][C:15]1[CH:16]=[C:17]2[C:22](=[CH:23][C:24]=1[O:25][CH3:26])[N:21]=[CH:20][CH:19]=[C:18]2[O:27][C:28]1[CH:34]=[CH:33][C:31]([NH:32][C:48]([NH:47][C:45](=[O:46])[C:42]2[CH:43]=[CH:44][C:39]([O:38][CH2:36][CH3:37])=[CH:40][CH:41]=2)=[S:49])=[CH:30][C:29]=1[F:35], predict the reactants needed to synthesize it. The reactants are: C(OC1C=CC(C(Cl)=O)=CC=1)C.[CH3:13][O:14][C:15]1[CH:16]=[C:17]2[C:22](=[CH:23][C:24]=1[O:25][CH3:26])[N:21]=[CH:20][CH:19]=[C:18]2[O:27][C:28]1[CH:34]=[CH:33][C:31]([NH2:32])=[CH:30][C:29]=1[F:35].[CH2:36]([O:38][C:39]1[CH:44]=[CH:43][C:42]([C:45]([N:47]=[C:48]=[S:49])=[O:46])=[CH:41][CH:40]=1)[CH3:37]. (4) Given the product [CH3:1][C:2]1([CH3:10])[O:7][C:6](=[O:8])[C:5](=[CH:11][NH:23][C:22]2[CH:24]=[CH:25][C:19]([CH3:18])=[C:20]([C:26]([F:27])([F:28])[F:29])[CH:21]=2)[C:4](=[O:9])[O:3]1, predict the reactants needed to synthesize it. The reactants are: [CH3:1][C:2]1([CH3:10])[O:7][C:6](=[O:8])[CH2:5][C:4](=[O:9])[O:3]1.[CH:11](OC)(OC)OC.[CH3:18][C:19]1[CH:25]=[CH:24][C:22]([NH2:23])=[CH:21][C:20]=1[C:26]([F:29])([F:28])[F:27].